This data is from Catalyst prediction with 721,799 reactions and 888 catalyst types from USPTO. The task is: Predict which catalyst facilitates the given reaction. Reactant: [Cl:1][C:2]1[C:7]([O:8][CH3:9])=[CH:6][C:5]([O:10][CH3:11])=[C:4]([Cl:12])[C:3]=1[NH:13][C:14](=[O:39])[N:15]([C:23]1[CH:28]=[C:27]([NH:29][C:30]2[CH:35]=[CH:34][CH:33]=[CH:32][C:31]=2[N+:36]([O-])=O)[N:26]=[CH:25][N:24]=1)[CH2:16][C:17]1[CH:18]=[N:19][CH:20]=[CH:21][CH:22]=1. Product: [NH2:36][C:31]1[CH:32]=[CH:33][CH:34]=[CH:35][C:30]=1[NH:29][C:27]1[N:26]=[CH:25][N:24]=[C:23]([N:15]([CH2:16][C:17]2[CH:18]=[N:19][CH:20]=[CH:21][CH:22]=2)[C:14]([NH:13][C:3]2[C:2]([Cl:1])=[C:7]([O:8][CH3:9])[CH:6]=[C:5]([O:10][CH3:11])[C:4]=2[Cl:12])=[O:39])[CH:28]=1. The catalyst class is: 409.